Dataset: NCI-60 drug combinations with 297,098 pairs across 59 cell lines. Task: Regression. Given two drug SMILES strings and cell line genomic features, predict the synergy score measuring deviation from expected non-interaction effect. (1) Drug 1: C1CCN(CC1)CCOC2=CC=C(C=C2)C(=O)C3=C(SC4=C3C=CC(=C4)O)C5=CC=C(C=C5)O. Drug 2: C1=NNC2=C1C(=O)NC=N2. Cell line: TK-10. Synergy scores: CSS=1.43, Synergy_ZIP=-0.725, Synergy_Bliss=0.316, Synergy_Loewe=-1.82, Synergy_HSA=-1.37. (2) Drug 1: C1CC(=O)NC(=O)C1N2CC3=C(C2=O)C=CC=C3N. Drug 2: CC1CCC2CC(C(=CC=CC=CC(CC(C(=O)C(C(C(=CC(C(=O)CC(OC(=O)C3CCCCN3C(=O)C(=O)C1(O2)O)C(C)CC4CCC(C(C4)OC)OCCO)C)C)O)OC)C)C)C)OC. Cell line: SNB-19. Synergy scores: CSS=24.9, Synergy_ZIP=-1.70, Synergy_Bliss=-2.53, Synergy_Loewe=-10.9, Synergy_HSA=0.948. (3) Drug 1: C1C(C(OC1N2C=NC3=C(N=C(N=C32)Cl)N)CO)O. Drug 2: COC1=NC(=NC2=C1N=CN2C3C(C(C(O3)CO)O)O)N. Cell line: SF-268. Synergy scores: CSS=4.75, Synergy_ZIP=-0.740, Synergy_Bliss=-1.15, Synergy_Loewe=-5.86, Synergy_HSA=-1.29. (4) Drug 1: CC(C)NC(=O)C1=CC=C(C=C1)CNNC.Cl. Drug 2: C1CNP(=O)(OC1)N(CCCl)CCCl. Cell line: MALME-3M. Synergy scores: CSS=-6.53, Synergy_ZIP=1.99, Synergy_Bliss=0.325, Synergy_Loewe=-6.25, Synergy_HSA=-5.67.